Dataset: Rat liver microsome stability data. Task: Regression/Classification. Given a drug SMILES string, predict its absorption, distribution, metabolism, or excretion properties. Task type varies by dataset: regression for continuous measurements (e.g., permeability, clearance, half-life) or binary classification for categorical outcomes (e.g., BBB penetration, CYP inhibition). Dataset: rlm. (1) The molecule is O=C(N[C@@H](Cc1c[nH]c2ccccc12)C(=O)Nc1ccncc1)c1ccc(-c2ccc(O)c(F)c2)cc1F. The result is 0 (unstable in rat liver microsomes). (2) The drug is Cc1c[nH]c2ncnc(-c3ccc(NC(=O)N(CCO)c4ccc(Cl)cc4)cc3)c12. The result is 0 (unstable in rat liver microsomes). (3) The molecule is N#Cc1ccc(F)cc1Cn1c(N2CCC[C@@H](N)C2)ncc(Br)c1=O. The result is 0 (unstable in rat liver microsomes). (4) The drug is O=C(NC[C@H]1Cn2c(-c3ccc(Cl)cc3)cnc2CO1)C1CCCC1. The result is 0 (unstable in rat liver microsomes). (5) The molecule is COc1ccc(-c2ccc3nc(-c4cc(F)ccc4F)oc3c2)c(OC)c1OC. The result is 0 (unstable in rat liver microsomes). (6) The molecule is O=C(O)CCNc1cc(N2CCc3ccccc3CC2)nc(-c2cccnc2)n1. The result is 0 (unstable in rat liver microsomes).